The task is: Predict which catalyst facilitates the given reaction.. This data is from Catalyst prediction with 721,799 reactions and 888 catalyst types from USPTO. (1) Reactant: [I:1][C:2]1[CH:7]=[CH:6][C:5]([S:8](Cl)(=[O:10])=[O:9])=[CH:4][CH:3]=1.C(N(CC)CC)C.[CH3:19][O:20][C:21]1[CH:39]=[C:38]([O:40][CH3:41])[CH:37]=[CH:36][C:22]=1[CH2:23][NH:24][CH2:25][C:26]1[CH:31]=[CH:30][C:29]([O:32][CH3:33])=[CH:28][C:27]=1[O:34][CH3:35]. Product: [CH3:35][O:34][C:27]1[CH:28]=[C:29]([O:32][CH3:33])[CH:30]=[CH:31][C:26]=1[CH2:25][N:24]([CH2:23][C:22]1[CH:36]=[CH:37][C:38]([O:40][CH3:41])=[CH:39][C:21]=1[O:20][CH3:19])[S:8]([C:5]1[CH:6]=[CH:7][C:2]([I:1])=[CH:3][CH:4]=1)(=[O:10])=[O:9]. The catalyst class is: 54. (2) Reactant: CS(C)=O.C(Cl)(=O)C(Cl)=O.[CH3:11][Si:12]([CH3:22])([CH3:21])[C:13]#[C:14][C:15]#[C:16][CH2:17][CH2:18][CH2:19][OH:20].C(N(CC)CC)C. Product: [CH3:22][Si:12]([CH3:11])([CH3:21])[C:13]#[C:14][C:15]#[C:16][CH2:17][CH2:18][CH:19]=[O:20]. The catalyst class is: 2.